Dataset: Full USPTO retrosynthesis dataset with 1.9M reactions from patents (1976-2016). Task: Predict the reactants needed to synthesize the given product. (1) The reactants are: [CH3:1][O:2][CH2:3][CH2:4][O:5][C:6]1[C:7]([CH3:39])=[C:8]([C:12]2[C:13]3[CH:20]=[C:19]([CH2:21][O:22][C:23]4[N:28]=[CH:27][C:26]([C@@H:29]([C:36]#[C:37][CH3:38])[CH2:30][C:31]([O:33]CC)=[O:32])=[CH:25][CH:24]=4)[CH:18]=[CH:17][C:14]=3[S:15][CH:16]=2)[CH:9]=[CH:10][CH:11]=1.[Li+].[OH-].Cl. Given the product [CH3:1][O:2][CH2:3][CH2:4][O:5][C:6]1[C:7]([CH3:39])=[C:8]([C:12]2[C:13]3[CH:20]=[C:19]([CH2:21][O:22][C:23]4[N:28]=[CH:27][C:26]([C@@H:29]([C:36]#[C:37][CH3:38])[CH2:30][C:31]([OH:33])=[O:32])=[CH:25][CH:24]=4)[CH:18]=[CH:17][C:14]=3[S:15][CH:16]=2)[CH:9]=[CH:10][CH:11]=1, predict the reactants needed to synthesize it. (2) Given the product [Br:8][C:6]1[CH:7]=[C:2]([NH:1][S:17]([C:14]2[CH:15]=[CH:16][C:11]([F:10])=[CH:12][CH:13]=2)(=[O:19])=[O:18])[C:3]([Cl:9])=[N:4][CH:5]=1, predict the reactants needed to synthesize it. The reactants are: [NH2:1][C:2]1[C:3]([Cl:9])=[N:4][CH:5]=[C:6]([Br:8])[CH:7]=1.[F:10][C:11]1[CH:16]=[CH:15][C:14]([S:17](Cl)(=[O:19])=[O:18])=[CH:13][CH:12]=1.